This data is from Full USPTO retrosynthesis dataset with 1.9M reactions from patents (1976-2016). The task is: Predict the reactants needed to synthesize the given product. The reactants are: [F:1][C:2]1[CH:7]=[CH:6][C:5]([NH:8][C:9]([C:11]2[NH:12][C:13]3[C:18]([CH:19]=2)=[CH:17][C:16]([CH:20]2[CH2:25][CH2:24][NH:23][CH2:22][CH2:21]2)=[CH:15][CH:14]=3)=[O:10])=[CH:4][CH:3]=1.[C:26](Cl)(=[O:33])[C:27]1[CH:32]=[CH:31][CH:30]=[CH:29][CH:28]=1.C(N(CC)C(C)C)(C)C. Given the product [F:1][C:2]1[CH:3]=[CH:4][C:5]([NH:8][C:9]([C:11]2[NH:12][C:13]3[C:18]([CH:19]=2)=[CH:17][C:16]([CH:20]2[CH2:25][CH2:24][N:23]([C:26](=[O:33])[C:27]4[CH:32]=[CH:31][CH:30]=[CH:29][CH:28]=4)[CH2:22][CH2:21]2)=[CH:15][CH:14]=3)=[O:10])=[CH:6][CH:7]=1, predict the reactants needed to synthesize it.